Predict the product of the given reaction. From a dataset of Forward reaction prediction with 1.9M reactions from USPTO patents (1976-2016). (1) The product is: [F:1][C:2]([F:17])([F:18])[C:3]1[CH:4]=[CH:5][C:6](/[CH:9]=[CH:10]/[CH:11]=[CH:12]/[CH:13]=[CH:14]/[CH:15]=[O:16])=[CH:7][CH:8]=1. Given the reactants [F:1][C:2]([F:18])([F:17])[C:3]1[CH:8]=[CH:7][C:6](/[CH:9]=[CH:10]/[CH:11]=[CH:12]/[CH:13]=[CH:14]/[CH2:15][OH:16])=[CH:5][CH:4]=1, predict the reaction product. (2) Given the reactants [Cl:1][C:2]1[CH:7]=[CH:6][C:5]([N:8]=[C:9]2[N:13]([CH2:14][CH2:15][CH2:16][NH:17][CH2:18][CH2:19][OH:20])[C:12]([C:21]3[CH:26]=[CH:25][C:24]([F:27])=[CH:23][CH:22]=3)=[CH:11][S:10]2)=[C:4]([O:28][CH3:29])[CH:3]=1.[H-].[Na+].Br[CH2:33][C:34]([O:36][CH2:37][CH3:38])=[O:35].C(O)(=O)[CH2:40][C:41]([CH2:46]C(O)=O)([C:43](O)=O)[OH:42].[O:52]1CCC[CH2:53]1, predict the reaction product. The product is: [C:41]([O:42][C:53]([N:17]([CH2:16][CH2:15][CH2:14][N:13]1[C:12]([C:21]2[CH:22]=[CH:23][C:24]([F:27])=[CH:25][CH:26]=2)=[CH:11][S:10][C:9]1=[N:8][C:5]1[CH:6]=[CH:7][C:2]([Cl:1])=[CH:3][C:4]=1[O:28][CH3:29])[CH2:18][CH2:19][O:20][CH2:33][C:34]([O:36][CH2:37][CH3:38])=[O:35])=[O:52])([CH3:40])([CH3:43])[CH3:46]. (3) Given the reactants [H-].[Na+].[Cl:3][C:4]1[N:9]=[CH:8][NH:7][C:6]2=[N:10][CH:11]=[CH:12][C:5]=12.Cl[CH2:14][O:15][CH2:16][C:17]1[CH:22]=[CH:21][CH:20]=[CH:19][CH:18]=1, predict the reaction product. The product is: [CH2:16]([O:15][CH2:14][N:10]1[C:6]2[N:7]=[CH:8][N:9]=[C:4]([Cl:3])[C:5]=2[CH:12]=[CH:11]1)[C:17]1[CH:22]=[CH:21][CH:20]=[CH:19][CH:18]=1.